From a dataset of Peptide-MHC class I binding affinity with 185,985 pairs from IEDB/IMGT. Regression. Given a peptide amino acid sequence and an MHC pseudo amino acid sequence, predict their binding affinity value. This is MHC class I binding data. (1) The peptide sequence is RRWIQLGL. The MHC is Mamu-B08 with pseudo-sequence Mamu-B08. The binding affinity (normalized) is 0.751. (2) The peptide sequence is IAQYKCVTIK. The MHC is HLA-A68:01 with pseudo-sequence HLA-A68:01. The binding affinity (normalized) is 0.198. (3) The peptide sequence is TPSGTWLTY. The MHC is HLA-B07:02 with pseudo-sequence HLA-B07:02. The binding affinity (normalized) is 0.181.